Dataset: Full USPTO retrosynthesis dataset with 1.9M reactions from patents (1976-2016). Task: Predict the reactants needed to synthesize the given product. (1) The reactants are: [NH:1]1[CH2:6][CH2:5][CH:4]([O:7][C:8]2[CH:9]=[CH:10][C:11]3[N:15]=[CH:14][N:13]([C:16]4[S:20][C:19]([C:21]([O:23][CH3:24])=[O:22])=[C:18]([O:25][C@@H:26]([C:28]5[CH:33]=[CH:32][CH:31]=[CH:30][C:29]=5[C:34]([F:37])([F:36])[F:35])[CH3:27])[CH:17]=4)[C:12]=3[CH:38]=2)[CH2:3][CH2:2]1.[C:39](O)(=O)C.C(O[BH-](OC(=O)C)OC(=O)C)(=O)C.[Na+]. Given the product [CH3:39][N:1]1[CH2:2][CH2:3][CH:4]([O:7][C:8]2[CH:9]=[CH:10][C:11]3[N:15]=[CH:14][N:13]([C:16]4[S:20][C:19]([C:21]([O:23][CH3:24])=[O:22])=[C:18]([O:25][C@@H:26]([C:28]5[CH:33]=[CH:32][CH:31]=[CH:30][C:29]=5[C:34]([F:37])([F:35])[F:36])[CH3:27])[CH:17]=4)[C:12]=3[CH:38]=2)[CH2:5][CH2:6]1, predict the reactants needed to synthesize it. (2) Given the product [Cl:11][C:4]1[C:5]2[O:9][CH2:8][O:7][C:6]=2[CH:10]=[C:2]([B:17]([OH:20])[OH:18])[CH:3]=1, predict the reactants needed to synthesize it. The reactants are: Br[C:2]1[CH:3]=[C:4]([Cl:11])[C:5]2[O:9][CH2:8][O:7][C:6]=2[CH:10]=1.[Li]CCCC.[B:17](OC)([O:20]C)[O:18]C.Cl. (3) The reactants are: [Na].[F:2][CH2:3][CH:4]1[O:9][CH2:8][CH2:7][N:6]([C:10]2[N:11]=[C:12]([CH2:17][C:18]([OH:20])=O)[NH:13][C:14](=[O:16])[CH:15]=2)[CH2:5]1.Cl.CN(C)CCCN=C=NCC.[CH3:33][C@H:34]1[CH2:42][C:41]2[C:36](=[CH:37][CH:38]=[CH:39][CH:40]=2)[NH:35]1. Given the product [F:2][CH2:3][CH:4]1[O:9][CH2:8][CH2:7][N:6]([C:10]2[N:11]=[C:12]([CH2:17][C:18]([N:35]3[C:36]4[C:41](=[CH:40][CH:39]=[CH:38][CH:37]=4)[CH2:42][C@@H:34]3[CH3:33])=[O:20])[NH:13][C:14](=[O:16])[CH:15]=2)[CH2:5]1, predict the reactants needed to synthesize it.